From a dataset of Reaction yield outcomes from USPTO patents with 853,638 reactions. Predict the reaction yield, written as a fraction of the theoretical maximum amount of product (1.0 means a 100% yield; for example, 0.34 means a 34% yield). The reactants are [C:1]([O:5][C:6](=[O:32])[C@@H:7]([NH:12][C:13](=[O:31])[C:14]1[CH:19]=[CH:18][C:17]([NH:20][CH:21]([CH:25]([CH3:27])[CH3:26])[CH:22]([CH3:24])[CH3:23])=[C:16]([N+:28]([O-])=O)[CH:15]=1)[CH2:8][CH:9]([CH3:11])[CH3:10])([CH3:4])([CH3:3])[CH3:2]. The catalyst is C(O)C.[Pd]. The product is [C:1]([O:5][C:6](=[O:32])[C@@H:7]([NH:12][C:13](=[O:31])[C:14]1[CH:19]=[CH:18][C:17]([NH:20][CH:21]([CH:22]([CH3:24])[CH3:23])[CH:25]([CH3:26])[CH3:27])=[C:16]([NH2:28])[CH:15]=1)[CH2:8][CH:9]([CH3:11])[CH3:10])([CH3:2])([CH3:3])[CH3:4]. The yield is 0.790.